From a dataset of Reaction yield outcomes from USPTO patents with 853,638 reactions. Predict the reaction yield, written as a fraction of the theoretical maximum amount of product (1.0 means a 100% yield; for example, 0.34 means a 34% yield). (1) The reactants are Br[CH2:2][C:3]1([CH3:7])[CH2:6][O:5][CH2:4]1.[F:8][C:9]([F:31])([C:12]([F:30])([F:29])[C:13]([F:28])([F:27])[C:14]([F:26])([F:25])[C:15]([F:24])([F:23])[C:16]([F:22])([F:21])[C:17]([F:20])([F:19])[F:18])[CH2:10][OH:11].[OH-].[K+]. The catalyst is [Br-].C([N+](CCCC)(CCCC)CCCC)CCC.O. The product is [F:8][C:9]([F:31])([C:12]([F:29])([F:30])[C:13]([F:27])([F:28])[C:14]([F:25])([F:26])[C:15]([F:23])([F:24])[C:16]([F:22])([F:21])[C:17]([F:20])([F:19])[F:18])[CH2:10][O:11][CH2:2][C:3]1([CH3:7])[CH2:6][O:5][CH2:4]1. The yield is 0.870. (2) The reactants are [F:1][C:2]1[CH:3]=[C:4]([C:10]2(O)[CH2:15][CH2:14][N:13](C(OC(C)(C)C)=O)[CH2:12][CH2:11]2)[CH:5]=[CH:6][C:7]=1[O:8][CH3:9].[ClH:24]. The catalyst is O1CCOCC1. The product is [ClH:24].[F:1][C:2]1[CH:3]=[C:4]([C:10]2[CH2:15][CH2:14][NH:13][CH2:12][CH:11]=2)[CH:5]=[CH:6][C:7]=1[O:8][CH3:9]. The yield is 0.820. (3) The reactants are [Cl:1][C:2]1[CH:7]=[CH:6][CH:5]=[C:4]([N+:8]([O-:10])=[O:9])[C:3]=1[S:11][C:12]1[NH:13][CH:14]=[C:15]([N+:17]([O-:19])=[O:18])[N:16]=1.[CH3:20]N(C)C=O.C(=O)([O-])[O-].[K+].[K+].[F-].[Cs+].[C:33]([O:36][CH2:37][CH3:38])(=O)C. The catalyst is O. The product is [Cl:1][C:2]1[CH:7]=[CH:6][CH:5]=[C:4]([N+:8]([O-:10])=[O:9])[C:3]=1[S:11][C:12]1[N:13]([CH2:20][C@:37]2([CH3:38])[CH2:33][O:36]2)[CH:14]=[C:15]([N+:17]([O-:19])=[O:18])[N:16]=1. The yield is 0.610. (4) The reactants are [CH2:1]([NH2:5])[CH2:2][CH:3]=[CH2:4].[CH:6](=O)[C:7]1[CH:12]=[CH:11][CH:10]=[CH:9][CH:8]=1. The catalyst is CO. The product is [CH:6](=[N:5]/[CH2:1][CH2:2][CH:3]=[CH2:4])\[C:7]1[CH:12]=[CH:11][CH:10]=[CH:9][CH:8]=1. The yield is 0.990. (5) The reactants are F[C:2]1[CH:20]=[C:19]([C:21]([F:24])([F:23])[F:22])[CH:18]=[C:17]([C:25]([F:28])([F:27])[F:26])[C:3]=1[C:4]([NH:6][C:7]1[CH:8]=[CH:9][C:10]([C:13]([O:15]C)=[O:14])=[N:11][CH:12]=1)=[O:5].[CH3:29][O:30][C:31]1[CH:36]=[C:35]([O:37][CH3:38])[CH:34]=[CH:33][C:32]=1[OH:39].C([O-])([O-])=O.[K+].[K+].[OH-].[Na+]. The catalyst is CN(C=O)C. The product is [CH3:29][O:30][C:31]1[CH:36]=[C:35]([O:37][CH3:38])[CH:34]=[CH:33][C:32]=1[O:39][C:2]1[CH:20]=[C:19]([C:21]([F:24])([F:23])[F:22])[CH:18]=[C:17]([C:25]([F:27])([F:26])[F:28])[C:3]=1[C:4]([NH:6][C:7]1[CH:8]=[CH:9][C:10]([C:13]([OH:15])=[O:14])=[N:11][CH:12]=1)=[O:5]. The yield is 0.220. (6) The reactants are [CH2:1]([N:4]1[C:12](=[O:13])[C:11]2[N:10]=[CH:9][NH:8][C:7]=2[N:6]([CH2:14][CH2:15][CH3:16])[C:5]1=[O:17])[CH2:2][CH3:3].C[C:29]1[CH:34]=[CH:33]C(S([O-])(=[O:26])=[O:26])=[CH:31][CH:30]=1.[CH:29]1[CH:34]=[CH:33][NH+]=[CH:31][CH:30]=1. The catalyst is O1C=CCCC1.C(Cl)(Cl)Cl.C(Cl)Cl. The product is [CH2:1]([N:4]1[C:12](=[O:13])[C:11]2[N:10]([CH:33]3[CH2:34][CH2:29][CH2:30][CH2:31][O:26]3)[CH:9]=[N:8][C:7]=2[N:6]([CH2:14][CH2:15][CH3:16])[C:5]1=[O:17])[CH2:2][CH3:3]. The yield is 0.890. (7) The reactants are [NH2:1][C:2]1[CH:11]=[C:10]([O:12][CH2:13][C:14]2[CH:19]=[CH:18][CH:17]=[CH:16][CH:15]=2)[C:9]([O:20][CH3:21])=[CH:8][C:3]=1[C:4](OC)=[O:5].[CH:22]([NH2:24])=O.C[O-].[Na+].Cl. The catalyst is CN(C)C=O.CO.O. The product is [CH2:13]([O:12][C:10]1[CH:11]=[C:2]2[C:3]([C:4](=[O:5])[NH:24][CH:22]=[N:1]2)=[CH:8][C:9]=1[O:20][CH3:21])[C:14]1[CH:19]=[CH:18][CH:17]=[CH:16][CH:15]=1. The yield is 0.870. (8) The reactants are [C:1]([O:5][C:6]([NH:8][C@H:9]([CH2:16]OS(C1C=CC(C)=CC=1)(=O)=O)[CH2:10][CH2:11][C:12]([O:14][CH3:15])=[O:13])=[O:7])([CH3:4])([CH3:3])[CH3:2].[N-:28]=[N+:29]=[N-:30].[Na+]. The catalyst is CN(C=O)C. The product is [N:28]([CH2:16][C@@H:9]([NH:8][C:6]([O:5][C:1]([CH3:4])([CH3:3])[CH3:2])=[O:7])[CH2:10][CH2:11][C:12]([O:14][CH3:15])=[O:13])=[N+:29]=[N-:30]. The yield is 0.800.